This data is from Reaction yield outcomes from USPTO patents with 853,638 reactions. The task is: Predict the reaction yield, written as a fraction of the theoretical maximum amount of product (1.0 means a 100% yield; for example, 0.34 means a 34% yield). (1) The reactants are [Br:1][C:2]1[CH:3]=[CH:4][C:5]([I:10])=[C:6]([CH2:8]O)[CH:7]=1.P(Br)(Br)[Br:12].C(Cl)Cl.C([O-])(O)=O.[Na+]. The catalyst is CCl. The product is [Br:1][C:2]1[CH:3]=[CH:4][C:5]([I:10])=[C:6]([CH2:8][Br:12])[CH:7]=1. The yield is 0.520. (2) The reactants are [CH2:1]([N:8]1[CH:12]=[C:11]([C:13]([O:15]CC)=[O:14])[C:10]([O:18][CH2:19][C:20]2[CH:25]=[CH:24][C:23]([O:26][CH2:27][C:28]3[N:29]=[C:30]([C:34]4[O:35][CH:36]=[CH:37][CH:38]=4)[O:31][C:32]=3[CH3:33])=[C:22]([O:39][CH2:40][C:41]3[CH:46]=[CH:45][CH:44]=[CH:43][CH:42]=3)[CH:21]=2)=[N:9]1)[C:2]1[CH:7]=[CH:6][CH:5]=[CH:4][CH:3]=1.O1CCCC1.[OH-].[Na+].Cl. The catalyst is O.C(O)C. The product is [CH2:1]([N:8]1[CH:12]=[C:11]([C:13]([OH:15])=[O:14])[C:10]([O:18][CH2:19][C:20]2[CH:25]=[CH:24][C:23]([O:26][CH2:27][C:28]3[N:29]=[C:30]([C:34]4[O:35][CH:36]=[CH:37][CH:38]=4)[O:31][C:32]=3[CH3:33])=[C:22]([O:39][CH2:40][C:41]3[CH:42]=[CH:43][CH:44]=[CH:45][CH:46]=3)[CH:21]=2)=[N:9]1)[C:2]1[CH:7]=[CH:6][CH:5]=[CH:4][CH:3]=1. The yield is 0.850.